Dataset: Forward reaction prediction with 1.9M reactions from USPTO patents (1976-2016). Task: Predict the product of the given reaction. (1) Given the reactants [Cl:1][C:2]1[CH:3]=[CH:4][C:5]([O:11][CH3:12])=[C:6]([CH:10]=1)[C:7](O)=[O:8].O=S(Cl)[Cl:15], predict the reaction product. The product is: [Cl:1][C:2]1[CH:3]=[CH:4][C:5]([O:11][CH3:12])=[C:6]([CH:10]=1)[C:7]([Cl:15])=[O:8]. (2) The product is: [C:26]([N:35]([CH2:17][C:18]1[S:19][CH:20]=[C:21]([C:23]([NH:13][CH2:12][C:11]2[CH:10]=[CH:9][C:8]([O:1][C:2]3[CH:3]=[CH:4][CH:5]=[CH:6][CH:7]=3)=[CH:15][CH:14]=2)=[O:24])[N:22]=1)[C:36]1[CH:48]=[CH:47][C:39]([OH:40])=[C:38]([CH:37]=1)[C:43]([OH:44])=[O:42])(=[O:33])[C:27]1[CH:32]=[CH:31][CH:30]=[CH:29][CH:28]=1. Given the reactants [O:1]([C:8]1[CH:15]=[CH:14][C:11]([CH2:12][NH2:13])=[CH:10][CH:9]=1)[C:2]1[CH:7]=[CH:6][CH:5]=[CH:4][CH:3]=1.Cl[CH2:17][C:18]1[S:19][CH:20]=[C:21]([C:23](Cl)=[O:24])[N:22]=1.[C:26](Cl)(=[O:33])[C:27]1[CH:32]=[CH:31][CH:30]=[CH:29][CH:28]=1.[NH2:35][C:36]1[CH:48]=[CH:47][C:39]2[O:40]C(C)(C)[O:42][C:43](=[O:44])[C:38]=2[CH:37]=1, predict the reaction product. (3) Given the reactants [Cl:1][C:2]1[CH:7]=[C:6]([C:8]#[C:9][C:10]2[N:11]=[C:12]([CH3:15])[NH:13][CH:14]=2)[CH:5]=[CH:4][N:3]=1.C(=O)([O-])[O-].[K+].[K+].Cl[C:23]1[N:28]=[C:27]([C:29]([F:32])([F:31])[F:30])[CH:26]=[CH:25][N:24]=1, predict the reaction product. The product is: [Cl:1][C:2]1[CH:7]=[C:6]([C:8]#[C:9][C:10]2[N:11]=[C:12]([CH3:15])[N:13]([C:23]3[N:28]=[C:27]([C:29]([F:32])([F:31])[F:30])[CH:26]=[CH:25][N:24]=3)[CH:14]=2)[CH:5]=[CH:4][N:3]=1. (4) The product is: [CH2:1]([O:5][C:6]1[CH:11]=[CH:10][CH:9]=[CH:8][C:7]=1[CH2:12][C:13]([NH:23][NH:22][C:24]([O:26][C:27]([CH3:30])([CH3:29])[CH3:28])=[O:25])=[O:15])[CH2:2][CH:3]=[CH2:4]. Given the reactants [CH2:1]([O:5][C:6]1[CH:11]=[CH:10][CH:9]=[CH:8][C:7]=1[CH2:12][C:13]([OH:15])=O)[CH2:2][CH:3]=[CH2:4].C(Cl)(=O)C(Cl)=O.[NH:22]([C:24]([O:26][C:27]([CH3:30])([CH3:29])[CH3:28])=[O:25])[NH2:23].CCN(C(C)C)C(C)C, predict the reaction product. (5) Given the reactants [Si:1]([O:18][CH2:19][CH2:20][CH:21]1[CH2:24][CH:23]([OH:25])[CH2:22]1)([C:14]([CH3:17])([CH3:16])[CH3:15])([C:8]1[CH:13]=[CH:12][CH:11]=[CH:10][CH:9]=1)[C:2]1[CH:7]=[CH:6][CH:5]=[CH:4][CH:3]=1.[O:26]1[CH:31]=[CH:30][CH2:29][CH2:28][CH2:27]1.N1C=CC=CC=1.C1(C)C=CC(S(O)(=O)=O)=CC=1, predict the reaction product. The product is: [C:14]([Si:1]([C:8]1[CH:13]=[CH:12][CH:11]=[CH:10][CH:9]=1)([C:2]1[CH:3]=[CH:4][CH:5]=[CH:6][CH:7]=1)[O:18][CH2:19][CH2:20][CH:21]1[CH2:24][CH:23]([O:25][CH:27]2[CH2:28][CH2:29][CH2:30][CH2:31][O:26]2)[CH2:22]1)([CH3:17])([CH3:15])[CH3:16].